This data is from NCI-60 drug combinations with 297,098 pairs across 59 cell lines. The task is: Regression. Given two drug SMILES strings and cell line genomic features, predict the synergy score measuring deviation from expected non-interaction effect. (1) Drug 1: CC1=CC2C(CCC3(C2CCC3(C(=O)C)OC(=O)C)C)C4(C1=CC(=O)CC4)C. Drug 2: C1=CN(C(=O)N=C1N)C2C(C(C(O2)CO)O)O.Cl. Cell line: HOP-62. Synergy scores: CSS=38.5, Synergy_ZIP=-0.302, Synergy_Bliss=-0.654, Synergy_Loewe=-59.1, Synergy_HSA=-4.34. (2) Drug 1: COC1=CC(=CC(=C1O)OC)C2C3C(COC3=O)C(C4=CC5=C(C=C24)OCO5)OC6C(C(C7C(O6)COC(O7)C8=CC=CS8)O)O. Drug 2: CN(C(=O)NC(C=O)C(C(C(CO)O)O)O)N=O. Cell line: MDA-MB-435. Synergy scores: CSS=6.31, Synergy_ZIP=-3.69, Synergy_Bliss=-6.27, Synergy_Loewe=-16.2, Synergy_HSA=-7.87.